Dataset: Catalyst prediction with 721,799 reactions and 888 catalyst types from USPTO. Task: Predict which catalyst facilitates the given reaction. (1) Reactant: CC(O[CH2:6][C:7]1[C:11]([C:12]([O:14][CH3:15])=[O:13])=[C:10]([CH:16]([CH3:18])[CH3:17])[O:9][N:8]=1)(C)C.FC(F)(F)C(O)=O.OCC1C(C(OC)=O)=C(C(C)C)ON=1.C(Br)(Br)(Br)[Br:41].C1(P(C2C=CC=CC=2)C2C=CC=CC=2)C=CC=CC=1. The catalyst class is: 665. Product: [Br:41][CH2:6][C:7]1[C:11]([C:12]([O:14][CH3:15])=[O:13])=[C:10]([CH:16]([CH3:18])[CH3:17])[O:9][N:8]=1. (2) Reactant: Br[CH2:2][CH2:3][OH:4].[O:5]1[C:10]2[CH:11]=[CH:12][C:13]([CH2:15][N:16]([CH3:23])[CH:17]3[CH2:22][CH2:21][NH:20][CH2:19][CH2:18]3)=[CH:14][C:9]=2[O:8][CH2:7][CH2:6]1.C(=O)([O-])[O-].[K+].[K+]. Product: [O:5]1[C:10]2[CH:11]=[CH:12][C:13]([CH2:15][N:16]([CH3:23])[C:17]3([CH2:2][CH2:3][OH:4])[CH2:18][CH2:19][NH:20][CH2:21][CH2:22]3)=[CH:14][C:9]=2[O:8][CH2:7][CH2:6]1. The catalyst class is: 9. (3) Reactant: [C:1](Cl)(=[O:5])[CH2:2][CH2:3][CH3:4].[Cl:7][C:8]1[CH:16]=[C:15]2[C:11]([C:12]([NH2:17])=[N:13][NH:14]2)=[CH:10][CH:9]=1. Product: [Cl:7][C:8]1[CH:16]=[C:15]2[C:11]([C:12]([NH:17][C:1](=[O:5])[CH2:2][CH2:3][CH3:4])=[N:13][NH:14]2)=[CH:10][CH:9]=1. The catalyst class is: 17.